This data is from Catalyst prediction with 721,799 reactions and 888 catalyst types from USPTO. The task is: Predict which catalyst facilitates the given reaction. (1) Reactant: [C:1]([C:3]1[CH:8]=[CH:7][C:6]([CH2:9][C:10]([OH:12])=O)=[CH:5][CH:4]=1)#[N:2].C1C=CC2N(O)N=NC=2C=1.CN(C(ON1N=NC2C=CC=CC1=2)=[N+](C)C)C.[B-](F)(F)(F)F.[C:45]([O:49][C:50]([N:52]1[CH2:57][CH2:56][CH:55]([NH2:58])[CH2:54][CH2:53]1)=[O:51])([CH3:48])([CH3:47])[CH3:46]. Product: [C:45]([O:49][C:50]([N:52]1[CH2:57][CH2:56][CH:55]([NH:58][C:10](=[O:12])[CH2:9][C:6]2[CH:5]=[CH:4][C:3]([C:1]#[N:2])=[CH:8][CH:7]=2)[CH2:54][CH2:53]1)=[O:51])([CH3:48])([CH3:46])[CH3:47]. The catalyst class is: 618. (2) Reactant: Cl[C:2]1[N:7]=[C:6]([O:8][CH3:9])[C:5]([N+:10]([O-:12])=[O:11])=[CH:4][CH:3]=1.[NH:13]1[CH2:17][CH2:16][CH:15]([OH:18])[CH2:14]1. Product: [CH3:9][O:8][C:6]1[N:7]=[C:2]([N:13]2[CH2:17][CH2:16][CH:15]([OH:18])[CH2:14]2)[CH:3]=[CH:4][C:5]=1[N+:10]([O-:12])=[O:11]. The catalyst class is: 8. (3) Reactant: [N:1]1([C:6]2[CH:24]=[CH:23][C:9]([O:10][CH2:11][C:12]3[N:13]=[C:14]([CH:17]4[CH2:22][CH2:21][NH:20][CH2:19][CH2:18]4)[S:15][CH:16]=3)=[CH:8][CH:7]=2)[CH:5]=[N:4][N:3]=[N:2]1.C(=O)([O-])[O-].[K+].[K+].[N:31]#[C:32]Br. Product: [N:1]1([C:6]2[CH:7]=[CH:8][C:9]([O:10][CH2:11][C:12]3[N:13]=[C:14]([CH:17]4[CH2:18][CH2:19][N:20]([C:32]#[N:31])[CH2:21][CH2:22]4)[S:15][CH:16]=3)=[CH:23][CH:24]=2)[CH:5]=[N:4][N:3]=[N:2]1. The catalyst class is: 22.